This data is from Reaction yield outcomes from USPTO patents with 853,638 reactions. The task is: Predict the reaction yield, written as a fraction of the theoretical maximum amount of product (1.0 means a 100% yield; for example, 0.34 means a 34% yield). The reactants are [C:1]([O:5][C:6]([N:8]1[CH2:34][CH2:33][C:11]2([N:15]([C:16]3[CH:21]=[CH:20][CH:19]=[CH:18][CH:17]=3)[CH2:14][N:13]([CH2:22][C:23]3[CH:24]=[C:25]([CH:29]=[CH:30][CH:31]=3)[C:26]([OH:28])=[O:27])[C:12]2=[O:32])[CH2:10][CH2:9]1)=[O:7])([CH3:4])([CH3:3])[CH3:2].C1(N=C=NC2CCCCC2)CCCCC1.O[CH2:51][CH2:52][N:53]1[CH2:58][CH2:57][O:56][CH2:55][CH2:54]1. The catalyst is CN(C)C1C=CN=CC=1.ClCCl. The product is [O:56]1[CH2:57][CH2:58][N:53]([CH2:52][CH2:51][O:27][C:26]([C:25]2[CH:24]=[C:23]([CH:31]=[CH:30][CH:29]=2)[CH2:22][N:13]2[C:12](=[O:32])[C:11]3([CH2:33][CH2:34][N:8]([C:6]([O:5][C:1]([CH3:4])([CH3:2])[CH3:3])=[O:7])[CH2:9][CH2:10]3)[N:15]([C:16]3[CH:21]=[CH:20][CH:19]=[CH:18][CH:17]=3)[CH2:14]2)=[O:28])[CH2:54][CH2:55]1. The yield is 0.590.